From a dataset of Forward reaction prediction with 1.9M reactions from USPTO patents (1976-2016). Predict the product of the given reaction. Given the reactants [NH2:1][C:2]1[N:6]([CH:7]2[CH2:12][CH2:11][CH2:10][CH2:9][CH2:8]2)[N:5]=[CH:4][C:3]=1[C:13]([O:15]CC)=O.[N:18]1([C:24]#[N:25])[CH2:23][CH2:22]S[CH2:20][CH2:19]1.[H-].[Na+].Cl.[OH2:29], predict the reaction product. The product is: [CH:7]1([N:6]2[C:2]3[NH:1][C:24]([N:18]4[CH2:23][CH2:22][O:29][CH2:20][CH2:19]4)=[N:25][C:13](=[O:15])[C:3]=3[CH:4]=[N:5]2)[CH2:8][CH2:9][CH2:10][CH2:11][CH2:12]1.